From a dataset of Reaction yield outcomes from USPTO patents with 853,638 reactions. Predict the reaction yield, written as a fraction of the theoretical maximum amount of product (1.0 means a 100% yield; for example, 0.34 means a 34% yield). (1) The reactants are Br[C:2]1[CH:3]=[C:4]([CH:8]([C:23]2([OH:29])[CH2:28][CH2:27][CH2:26][CH2:25][CH2:24]2)[CH2:9][N:10]2[CH2:15][CH2:14][N:13]([C:16]([O:18][C:19]([CH3:22])([CH3:21])[CH3:20])=[O:17])[CH2:12][CH2:11]2)[CH:5]=[CH:6][CH:7]=1.[Cl:30][C:31]1[CH:32]=[C:33](B(O)O)[CH:34]=[CH:35][C:36]=1[Cl:37].C(=O)([O-])[O-].[Na+].[Na+]. The catalyst is COCCOC.C1C=CC([P]([Pd]([P](C2C=CC=CC=2)(C2C=CC=CC=2)C2C=CC=CC=2)([P](C2C=CC=CC=2)(C2C=CC=CC=2)C2C=CC=CC=2)[P](C2C=CC=CC=2)(C2C=CC=CC=2)C2C=CC=CC=2)(C2C=CC=CC=2)C2C=CC=CC=2)=CC=1. The product is [Cl:30][C:31]1[CH:32]=[C:33]([C:2]2[CH:7]=[CH:6][CH:5]=[C:4]([CH:8]([C:23]3([OH:29])[CH2:28][CH2:27][CH2:26][CH2:25][CH2:24]3)[CH2:9][N:10]3[CH2:15][CH2:14][N:13]([C:16]([O:18][C:19]([CH3:20])([CH3:22])[CH3:21])=[O:17])[CH2:12][CH2:11]3)[CH:3]=2)[CH:34]=[CH:35][C:36]=1[Cl:37]. The yield is 0.670. (2) The reactants are [C:1]([NH:5][C:6]1[CH:11]=[C:10]([Cl:12])[N:9]=[CH:8][C:7]=1[CH2:13][OH:14])([CH3:4])([CH3:3])[CH3:2]. The catalyst is C(Cl)Cl.O=[Mn]=O. The product is [C:1]([NH:5][C:6]1[C:7]([CH:13]=[O:14])=[CH:8][N:9]=[C:10]([Cl:12])[CH:11]=1)([CH3:4])([CH3:2])[CH3:3]. The yield is 0.870.